From a dataset of Full USPTO retrosynthesis dataset with 1.9M reactions from patents (1976-2016). Predict the reactants needed to synthesize the given product. (1) Given the product [Cl:14][CH2:9][C:5]1[N:4]=[C:3]([N:2]([CH3:11])[CH3:1])[CH:8]=[CH:7][N:6]=1, predict the reactants needed to synthesize it. The reactants are: [CH3:1][N:2]([CH3:11])[C:3]1[CH:8]=[CH:7][N:6]=[C:5]([CH2:9]O)[N:4]=1.S(Cl)([Cl:14])=O. (2) Given the product [CH2:2]([C:3](=[CH2:4])[CH2:15][CH2:14][CH2:13][C:8]1[CH:9]=[CH:10][CH:11]=[CH:12][C:7]=1[I:6])[CH3:1], predict the reactants needed to synthesize it. The reactants are: [CH2:1]([Li])[CH2:2][CH2:3][CH3:4].[I:6][C:7]1[CH:12]=[CH:11][CH:10]=[CH:9][C:8]=1[CH2:13][CH2:14][CH2:15]C(=O)CC.[Cl-].[NH4+]. (3) Given the product [Cl:15][C:16]1[CH:17]=[C:18]([CH:21]=[N:5][C:4]2[CH:6]=[C:7]([C:10]3[O:14][CH:13]=[N:12][CH:11]=3)[CH:8]=[CH:9][C:3]=2[O:2][CH3:1])[S:19][CH:20]=1, predict the reactants needed to synthesize it. The reactants are: [CH3:1][O:2][C:3]1[CH:9]=[CH:8][C:7]([C:10]2[O:14][CH:13]=[N:12][CH:11]=2)=[CH:6][C:4]=1[NH2:5].[Cl:15][C:16]1[CH:17]=[C:18]([CH:21]=O)[S:19][CH:20]=1. (4) Given the product [N:21]1([C:28]2[C:37]3[C:32](=[CH:33][CH:34]=[CH:35][CH:36]=3)[C:31]([NH:20][C:17]3[CH:18]=[CH:19][C:14]([O:13][C:7]4[C:6]5[C:11](=[CH:12][C:3]([O:2][CH3:1])=[CH:4][N:5]=5)[N:10]=[CH:9][CH:8]=4)=[CH:15][CH:16]=3)=[N:30][N:29]=2)[CH2:22][CH2:23][CH2:24][CH2:25][CH2:26][CH2:27]1, predict the reactants needed to synthesize it. The reactants are: [CH3:1][O:2][C:3]1[CH:12]=[C:11]2[C:6]([C:7]([O:13][C:14]3[CH:19]=[CH:18][C:17]([NH2:20])=[CH:16][CH:15]=3)=[CH:8][CH:9]=[N:10]2)=[N:5][CH:4]=1.[N:21]1([C:28]2[C:37]3[C:32](=[CH:33][CH:34]=[CH:35][CH:36]=3)[C:31](Cl)=[N:30][N:29]=2)[CH2:27][CH2:26][CH2:25][CH2:24][CH2:23][CH2:22]1.C(O)(C(F)(F)F)=O. (5) Given the product [Cl:1][C:2]1[N:10]=[C:9]2[C:5]([N:6]=[CH:7][N:8]2[CH:13]([CH3:18])[C:14]([O:16][CH3:17])=[O:15])=[C:4]([Cl:11])[N:3]=1, predict the reactants needed to synthesize it. The reactants are: [Cl:1][C:2]1[N:10]=[C:9]2[C:5]([N:6]=[CH:7][NH:8]2)=[C:4]([Cl:11])[N:3]=1.Br[CH:13]([CH3:18])[C:14]([O:16][CH3:17])=[O:15].C(=O)([O-])[O-].[K+].[K+].C(=O)(O)[O-].[Na+]. (6) Given the product [Br:1][C:2]1[CH:3]=[C:4]([C:15]([NH:18][CH2:19][C:20]2[C:21](=[O:30])[NH:22][C:23]([CH3:29])=[CH:24][C:25]=2[CH2:26][CH2:27][CH3:28])=[O:17])[C:5]2[C:6]([CH3:14])=[N:7][N:8]([CH:11]([CH3:12])[CH3:13])[C:9]=2[CH:10]=1, predict the reactants needed to synthesize it. The reactants are: [Br:1][C:2]1[CH:3]=[C:4]([C:15]([OH:17])=O)[C:5]2[C:6]([CH3:14])=[N:7][N:8]([CH:11]([CH3:13])[CH3:12])[C:9]=2[CH:10]=1.[NH2:18][CH2:19][C:20]1[C:21](=[O:30])[NH:22][C:23]([CH3:29])=[CH:24][C:25]=1[CH2:26][CH2:27][CH3:28].